From a dataset of Peptide-MHC class I binding affinity with 185,985 pairs from IEDB/IMGT. Regression. Given a peptide amino acid sequence and an MHC pseudo amino acid sequence, predict their binding affinity value. This is MHC class I binding data. (1) The peptide sequence is NMKEEMARHL. The MHC is HLA-A68:02 with pseudo-sequence HLA-A68:02. The binding affinity (normalized) is 0.172. (2) The peptide sequence is KTSSFKISK. The MHC is HLA-B15:01 with pseudo-sequence HLA-B15:01. The binding affinity (normalized) is 0. (3) The peptide sequence is RVISDGYFK. The MHC is HLA-B40:01 with pseudo-sequence HLA-B40:01. The binding affinity (normalized) is 0.0847. (4) The peptide sequence is SEIDLILGY. The MHC is HLA-B14:02 with pseudo-sequence HLA-B14:02. The binding affinity (normalized) is 0. (5) The peptide sequence is LYDYKENRF. The MHC is HLA-A02:01 with pseudo-sequence HLA-A02:01. The binding affinity (normalized) is 0.0337.